Dataset: Forward reaction prediction with 1.9M reactions from USPTO patents (1976-2016). Task: Predict the product of the given reaction. (1) Given the reactants [F:1][C:2]1[CH:3]=[C:4]([NH:8][C:9]([C:11]2[NH:12][C:13]([C:16](=O)[C:17]3[CH:22]=[C:21]([C:23]([F:26])([F:25])[F:24])[CH:20]=[CH:19][C:18]=3F)=[CH:14][CH:15]=2)=[O:10])[CH:5]=[CH:6][CH:7]=1.O.[NH2:30][NH2:31].CN1CCCC1=O, predict the reaction product. The product is: [F:1][C:2]1[CH:3]=[C:4]([NH:8][C:9]([C:11]2[NH:12][C:13]([C:16]3[C:17]4[C:18](=[CH:19][CH:20]=[C:21]([C:23]([F:26])([F:25])[F:24])[CH:22]=4)[NH:31][N:30]=3)=[CH:14][CH:15]=2)=[O:10])[CH:5]=[CH:6][CH:7]=1. (2) Given the reactants [NH2:1][C:2]1[C:3]([C:7]2[N:11]([C:12]3[CH:17]=[CH:16][C:15]([F:18])=[C:14]([Br:19])[CH:13]=3)[C:10](=[O:20])[O:9][N:8]=2)=[N:4][O:5][N:6]=1.CS(O)(=O)=O.C([SiH](CC)CC)C.[CH:33]1[C:45]2[CH:44]([CH2:46][O:47][C:48](=[O:60])[NH:49][S:50]([NH:53][CH2:54][CH:55](OC)OC)(=[O:52])=[O:51])[C:43]3[C:38](=[CH:39][CH:40]=[CH:41][CH:42]=3)[C:37]=2[CH:36]=[CH:35][CH:34]=1, predict the reaction product. The product is: [Br:19][C:14]1[CH:13]=[C:12]([N:11]2[C:10](=[O:20])[O:9][N:8]=[C:7]2[C:3]2[C:2]([NH:1][CH2:55][CH2:54][NH:53][S:50]([NH:49][C:48](=[O:60])[O:47][CH2:46][CH:44]3[C:43]4[CH:42]=[CH:41][CH:40]=[CH:39][C:38]=4[C:37]4[C:45]3=[CH:33][CH:34]=[CH:35][CH:36]=4)(=[O:51])=[O:52])=[N:6][O:5][N:4]=2)[CH:17]=[CH:16][C:15]=1[F:18]. (3) The product is: [CH3:11][S:12]([O:10][CH:8]([C:3]1[CH:4]=[CH:5][CH:6]=[CH:7][C:2]=1[F:1])[CH3:9])(=[O:14])=[O:13]. Given the reactants [F:1][C:2]1[CH:7]=[CH:6][CH:5]=[CH:4][C:3]=1[CH:8]([OH:10])[CH3:9].[CH3:11][S:12](O[S:12]([CH3:11])(=[O:14])=[O:13])(=[O:14])=[O:13], predict the reaction product. (4) Given the reactants [Br:1][C:2]1[CH:3]=[CH:4][C:5]2[N:6]([C:8]([N+:16]([O-:18])=[O:17])=[C:9]([C:11](OCC)=[O:12])[N:10]=2)[CH:7]=1.[OH-].[NH4+:20], predict the reaction product. The product is: [Br:1][C:2]1[CH:3]=[CH:4][C:5]2[N:6]([C:8]([N+:16]([O-:18])=[O:17])=[C:9]([C:11]([NH2:20])=[O:12])[N:10]=2)[CH:7]=1. (5) Given the reactants [F:1][C:2]([F:32])([F:31])[S:3]([NH:6][CH2:7][CH2:8][C:9]1[S:10][C:11]([C:14]2[CH:19]=[CH:18][C:17]([NH:20][C:21]([NH:23][C:24]3[CH:29]=[CH:28][CH:27]=[CH:26][C:25]=3[F:30])=S)=[CH:16][CH:15]=2)=[CH:12][N:13]=1)(=[O:5])=[O:4].[NH3:33], predict the reaction product. The product is: [F:1][C:2]([F:32])([F:31])[S:3]([NH:6][CH2:7][CH2:8][C:9]1[S:10][C:11]([C:14]2[CH:15]=[CH:16][C:17]([NH:20][C:21]([NH:23][C:24]3[CH:29]=[CH:28][CH:27]=[CH:26][C:25]=3[F:30])=[NH:33])=[CH:18][CH:19]=2)=[CH:12][N:13]=1)(=[O:5])=[O:4]. (6) Given the reactants C1(C2C(OCC3CCN(C(C4C=C(Cl)C=C(Cl)C=4)C(F)(F)F)CC3)=CC(F)=C(C=2)C(OC(C)(C)C)=O)CC1.[Cl:39][C:40]1[CH:41]=[C:42]([CH:47]([N:52]2[CH2:57][CH2:56][CH:55]([CH2:58][O:59][C:60]3[C:72]([CH:73]4[CH2:75][CH2:74]4)=[CH:71][C:63]([C:64]([O:66]C(C)(C)C)=[O:65])=[C:62]([F:76])[CH:61]=3)[CH2:54][CH2:53]2)[C:48]([F:51])([F:50])[F:49])[CH:43]=[CH:44][C:45]=1[F:46], predict the reaction product. The product is: [Cl:39][C:40]1[CH:41]=[C:42]([CH:47]([N:52]2[CH2:57][CH2:56][CH:55]([CH2:58][O:59][C:60]3[C:72]([CH:73]4[CH2:75][CH2:74]4)=[CH:71][C:63]([C:64]([OH:66])=[O:65])=[C:62]([F:76])[CH:61]=3)[CH2:54][CH2:53]2)[C:48]([F:50])([F:49])[F:51])[CH:43]=[CH:44][C:45]=1[F:46]. (7) Given the reactants FC(F)(F)C(O)=O.ClC1C(N[C@@H]2[C@@H]3C[C@@H](C=C3)[C@@H]2C(N)=O)=C2N=C(C3C=CC(CN4CCOCC4)=CC=3)NC2=NC=1.[NH2:42][C:43]1[C:48]([NH2:49])=[C:47]([NH:50][C@@H:51]2[C@@H:56]3[CH2:57][C@@H:53]([CH:54]=[CH:55]3)[C@@H:52]2[C:58]([NH2:60])=[O:59])[C:46]([Cl:61])=[CH:45][N:44]=1.[CH3:62][O:63][C:64]1[CH:71]=[C:70]([N:72]2[CH2:77][CH2:76][CH:75]([N:78]3[CH2:83][CH2:82][N:81]([CH3:84])[CH2:80][CH2:79]3)[CH2:74][CH2:73]2)[CH:69]=[CH:68][C:65]=1[CH:66]=O, predict the reaction product. The product is: [Cl:61][C:46]1[C:47]([NH:50][C@@H:51]2[C@@H:56]3[CH2:57][C@@H:53]([CH:54]=[CH:55]3)[C@@H:52]2[C:58]([NH2:60])=[O:59])=[C:48]2[N:49]=[C:66]([C:65]3[CH:68]=[CH:69][C:70]([N:72]4[CH2:77][CH2:76][CH:75]([N:78]5[CH2:79][CH2:80][N:81]([CH3:84])[CH2:82][CH2:83]5)[CH2:74][CH2:73]4)=[CH:71][C:64]=3[O:63][CH3:62])[NH:42][C:43]2=[N:44][CH:45]=1. (8) Given the reactants Br[C:2]1[N:6]2[N:7]=[CH:8][CH:9]=[CH:10][C:5]2=[CH:4][C:3]=1[C:11]([O:13][CH3:14])=[O:12].C([Sn](CCCC)(CCCC)[C:20]1[CH:25]=[CH:24][CH:23]=[CH:22][N:21]=1)CCC, predict the reaction product. The product is: [N:21]1[CH:22]=[CH:23][CH:24]=[CH:25][C:20]=1[C:2]1[N:6]2[N:7]=[CH:8][CH:9]=[CH:10][C:5]2=[CH:4][C:3]=1[C:11]([O:13][CH3:14])=[O:12]. (9) The product is: [Br:1][C:2]1[CH:19]=[CH:18][C:5]([CH2:6][NH2:7])=[C:4]([CH2:20][CH3:21])[CH:3]=1. Given the reactants [Br:1][C:2]1[CH:19]=[CH:18][C:5]([CH2:6][N:7]2C(=O)C3C(=CC=CC=3)C2=O)=[C:4]([CH2:20][CH3:21])[CH:3]=1.NN, predict the reaction product. (10) Given the reactants Br[C:2]1[N:10]([CH2:11][C@H:12]2[CH2:17][CH2:16][C@H:15]([CH3:18])[CH2:14][CH2:13]2)[C:9]2[C:4](=[N:5][C:6]([Cl:26])=[N:7][C:8]=2[C:19]2[CH:24]=[CH:23][CH:22]=[C:21]([Cl:25])[CH:20]=2)[N:3]=1.[NH:27]1[CH2:32][CH2:31][O:30][CH2:29][CH2:28]1, predict the reaction product. The product is: [Cl:26][C:6]1[N:5]=[C:4]2[C:9]([N:10]([CH2:11][C@H:12]3[CH2:17][CH2:16][C@H:15]([CH3:18])[CH2:14][CH2:13]3)[C:2]([N:27]3[CH2:32][CH2:31][O:30][CH2:29][CH2:28]3)=[N:3]2)=[C:8]([C:19]2[CH:24]=[CH:23][CH:22]=[C:21]([Cl:25])[CH:20]=2)[N:7]=1.